This data is from Forward reaction prediction with 1.9M reactions from USPTO patents (1976-2016). The task is: Predict the product of the given reaction. (1) Given the reactants [N+:1]([C:4]1[N:5]=[CH:6][NH:7][CH:8]=1)([O-:3])=[O:2].I[CH:10]([CH3:12])[CH3:11].[N+](C1N=CN(CC#N)C=1)([O-])=O, predict the reaction product. The product is: [CH:10]([N:7]1[CH:8]=[C:4]([N+:1]([O-:3])=[O:2])[N:5]=[CH:6]1)([CH3:12])[CH3:11]. (2) Given the reactants Cl[C:2]1[N:7]=[C:6]([C:8]([N:10]2[CH2:15][CH2:14][CH:13]([N:16]3[CH2:20][CH2:19][CH2:18][CH2:17]3)[CH2:12][CH2:11]2)=[O:9])[C:5]([CH3:21])=[CH:4][C:3]=1[C:22]1[CH:27]=[CH:26][CH:25]=[C:24]([C:28]([F:31])([F:30])[F:29])[CH:23]=1.[OH:32][C:33]1[N:38]=[C:37]([OH:39])[C:36](B(O)O)=[CH:35][N:34]=1.C1(P(C2CCCCC2)C2C=CC=CC=2C2C=CC=CC=2)CCCCC1.C(=O)([O-])[O-].[Na+].[Na+], predict the reaction product. The product is: [OH:32][C:33]1[N:38]=[C:37]([OH:39])[C:36]([C:2]2[N:7]=[C:6]([C:8]([N:10]3[CH2:15][CH2:14][CH:13]([N:16]4[CH2:20][CH2:19][CH2:18][CH2:17]4)[CH2:12][CH2:11]3)=[O:9])[C:5]([CH3:21])=[CH:4][C:3]=2[C:22]2[CH:27]=[CH:26][CH:25]=[C:24]([C:28]([F:31])([F:30])[F:29])[CH:23]=2)=[CH:35][N:34]=1. (3) Given the reactants [CH3:1][O:2][C:3]1[CH:17]=[CH:16][C:6]2[N:7]([CH2:12][C:13]([OH:15])=O)[C:8](=[O:11])[CH2:9][O:10][C:5]=2[CH:4]=1.[Li].[C:19]1([C:34]2[CH:39]=[CH:38][CH:37]=[CH:36][CH:35]=2)[CH:24]=[CH:23][C:22]([CH:25]([NH:32][CH3:33])[CH2:26][N:27]2[CH2:31][CH2:30][CH2:29][CH2:28]2)=[CH:21][CH:20]=1.C(N(CC)CC)C.F[P-](F)(F)(F)(F)F.N1(O[P+](N(C)C)(N(C)C)N(C)C)C2C=CC=CC=2N=N1.FC(F)(F)C(O)=O, predict the reaction product. The product is: [C:19]1([C:34]2[CH:35]=[CH:36][CH:37]=[CH:38][CH:39]=2)[CH:24]=[CH:23][C:22]([CH:25]([N:32]([CH3:33])[C:13](=[O:15])[CH2:12][N:7]2[C:6]3[CH:16]=[CH:17][C:3]([O:2][CH3:1])=[CH:4][C:5]=3[O:10][CH2:9][C:8]2=[O:11])[CH2:26][N:27]2[CH2:31][CH2:30][CH2:29][CH2:28]2)=[CH:21][CH:20]=1.